This data is from Forward reaction prediction with 1.9M reactions from USPTO patents (1976-2016). The task is: Predict the product of the given reaction. Given the reactants [F:1][C:2]1[CH:7]=[CH:6][CH:5]=[CH:4][C:3]=1[CH2:8][CH2:9][NH:10][CH2:11][C:12]1[CH:27]=[CH:26][C:15]([O:16][C:17]2[CH:25]=[CH:24][C:20]([C:21]([NH2:23])=[O:22])=[CH:19][N:18]=2)=[C:14]([O:28][CH3:29])[CH:13]=1.[CH3:30][S:31]([OH:34])(=[O:33])=[O:32], predict the reaction product. The product is: [CH3:30][S:31]([OH:34])(=[O:33])=[O:32].[F:1][C:2]1[CH:7]=[CH:6][CH:5]=[CH:4][C:3]=1[CH2:8][CH2:9][NH:10][CH2:11][C:12]1[CH:27]=[CH:26][C:15]([O:16][C:17]2[CH:25]=[CH:24][C:20]([C:21]([NH2:23])=[O:22])=[CH:19][N:18]=2)=[C:14]([O:28][CH3:29])[CH:13]=1.